Dataset: Catalyst prediction with 721,799 reactions and 888 catalyst types from USPTO. Task: Predict which catalyst facilitates the given reaction. (1) Reactant: [C:1]([OH:5])([CH3:4])([CH3:3])C.[CH:6]([C:9]1[CH:14]=[CH:13][C:12]([CH:15]2[C:19]3[C:20]([CH3:35])=[C:21]([NH:27][C:28](=[O:34])[CH2:29][C:30]([CH3:33])([CH3:32])[CH3:31])[C:22]([CH3:26])=C(C=C)[C:18]=3[O:17][CH2:16]2)=[CH:11][CH:10]=1)([CH3:8])[CH3:7].S([O-])([O-])=[O:37].[Na+].[Na+]. Product: [OH:5][CH:1]([C:4]1[C:18]2[O:17][CH2:16][CH:15]([C:12]3[CH:13]=[CH:14][C:9]([CH:6]([CH3:7])[CH3:8])=[CH:10][CH:11]=3)[C:19]=2[C:20]([CH3:35])=[C:21]([NH:27][C:28](=[O:34])[CH2:29][C:30]([CH3:32])([CH3:33])[CH3:31])[C:22]=1[CH3:26])[CH2:3][OH:37]. The catalyst class is: 90. (2) Reactant: [CH2:1]([O:3][C:4]([CH:6]1[C:18]2[C:17]3[C:12](=[C:13](Cl)[CH:14]=[CH:15][C:16]=3[O:19][CH3:20])[N:11]([CH2:22][CH2:23][F:24])[C:10]=2[CH2:9][CH2:8][CH2:7]1)=[O:5])[CH3:2].C(N(CC)CC)C. Product: [CH2:1]([O:3][C:4]([CH:6]1[C:18]2[C:17]3[C:12](=[CH:13][CH:14]=[CH:15][C:16]=3[O:19][CH3:20])[N:11]([CH2:22][CH2:23][F:24])[C:10]=2[CH2:9][CH2:8][CH2:7]1)=[O:5])[CH3:2]. The catalyst class is: 19. (3) Reactant: C([O:8][C:9]1[C:14]2[N:15]([CH3:18])[CH:16]=[N:17][C:13]=2[CH:12]=[C:11]([C:19]2[CH:24]=[CH:23][C:22]([O:25][CH3:26])=[C:21]([O:27][CH3:28])[CH:20]=2)[CH:10]=1)C1C=CC=CC=1. Product: [CH3:28][O:27][C:21]1[CH:20]=[C:19]([C:11]2[CH:10]=[C:9]([OH:8])[C:14]3[N:15]([CH3:18])[CH:16]=[N:17][C:13]=3[CH:12]=2)[CH:24]=[CH:23][C:22]=1[O:25][CH3:26]. The catalyst class is: 29. (4) Reactant: [CH2:1]([O:3][C@@H:4]([CH2:9][C:10]1[CH:15]=[CH:14][C:13]([C:16]2[S:20][C:19]([N:21]([CH3:32])[C:22]([NH:24][CH2:25][CH2:26][CH2:27][CH2:28][CH2:29][CH2:30][CH3:31])=[O:23])=[N:18][CH:17]=2)=[CH:12][CH:11]=1)[C:5]([O:7]C)=[O:6])[CH3:2].[OH-].[Li+]. Product: [CH2:1]([O:3][C@@H:4]([CH2:9][C:10]1[CH:15]=[CH:14][C:13]([C:16]2[S:20][C:19]([N:21]([CH3:32])[C:22]([NH:24][CH2:25][CH2:26][CH2:27][CH2:28][CH2:29][CH2:30][CH3:31])=[O:23])=[N:18][CH:17]=2)=[CH:12][CH:11]=1)[C:5]([OH:7])=[O:6])[CH3:2]. The catalyst class is: 30. (5) Reactant: [C:1]1([C:7]2([C:13](O)=[O:14])[CH2:12][CH2:11][NH:10][CH2:9][CH2:8]2)[CH:6]=[CH:5][CH:4]=[CH:3][CH:2]=1.B.CO.Cl. Product: [C:1]1([C:7]2([CH2:13][OH:14])[CH2:8][CH2:9][NH:10][CH2:11][CH2:12]2)[CH:2]=[CH:3][CH:4]=[CH:5][CH:6]=1. The catalyst class is: 1. (6) Reactant: [OH:1][P:2]([O-:5])([OH:4])=[O:3].[OH:1][P:2]([O-:5])([O-:4])=[O:3].[Na+:11].[Na+:11].[Na+].[Cl-:14].[Cl-:14].[K+:16].[K+:16]. Product: [Na+:11].[Cl-:14].[P:2]([O-:5])([O-:4])([O-:3])=[O:1].[Cl-:14].[K+:16]. The catalyst class is: 6.